Dataset: Reaction yield outcomes from USPTO patents with 853,638 reactions. Task: Predict the reaction yield, written as a fraction of the theoretical maximum amount of product (1.0 means a 100% yield; for example, 0.34 means a 34% yield). (1) The reactants are I[C:2]1[C:11]2[C:6](=[CH:7][CH:8]=[C:9](Br)[CH:10]=2)[N:5]=[CH:4][CH:3]=1.CC1(C)C(C)(C)OB([C:21]2[CH:22]=[C:23]([S:27]([NH2:30])(=[O:29])=[O:28])[CH:24]=[CH:25][CH:26]=2)O1.C(=O)([O-])[O-].[K+].[K+].[NH2:38][C:39]1[C:44]([S:45]([NH2:48])(=[O:47])=[O:46])=[CH:43][C:42](B2OC(C)(C)C(C)(C)O2)=[CH:41][N:40]=1. The catalyst is O1CCOCC1.C1C=CC([PH+]([C]2[CH][CH][CH][CH]2)C2C=CC=CC=2)=CC=1.C1C=CC([PH+]([C]2[CH][CH][CH][CH]2)C2C=CC=CC=2)=CC=1.C(Cl)Cl.Cl[Pd]Cl.[Fe]. The product is [NH2:38][C:39]1[C:44]([S:45]([NH2:48])(=[O:46])=[O:47])=[CH:43][C:42]([C:9]2[CH:10]=[C:11]3[C:6](=[CH:7][CH:8]=2)[N:5]=[CH:4][CH:3]=[C:2]3[C:21]2[CH:26]=[CH:25][CH:24]=[C:23]([S:27]([NH2:30])(=[O:28])=[O:29])[CH:22]=2)=[CH:41][N:40]=1. The yield is 0.310. (2) The reactants are [S:1]1[C:5]([C:6]([OH:8])=O)=[CH:4][C:3]2[CH2:9][CH2:10][CH2:11][CH2:12][C:2]1=2.S(Cl)(Cl)=O.[C:17]([NH2:21])([CH3:20])([CH3:19])[CH3:18]. The catalyst is ClCCl. The product is [C:17]([NH:21][C:6]([C:5]1[S:1][C:2]2[CH2:12][CH2:11][CH2:10][CH2:9][C:3]=2[CH:4]=1)=[O:8])([CH3:20])([CH3:19])[CH3:18]. The yield is 0.800. (3) The reactants are C(OC(=O)[NH:10][C@H:11]([CH2:23][OH:24])[CH2:12][CH2:13][N:14]1[CH2:21][CH2:20][C:17]2([CH2:19][CH2:18]2)[C@H:16]([OH:22])[CH2:15]1)C1C=CC=CC=1. The catalyst is CO.[Pd]. The product is [NH2:10][C@H:11]([CH2:23][OH:24])[CH2:12][CH2:13][N:14]1[CH2:21][CH2:20][C:17]2([CH2:19][CH2:18]2)[C@H:16]([OH:22])[CH2:15]1. The yield is 1.00. (4) The reactants are [NH2:1][C:2]1[C:11]2[CH:10]=[CH:9][CH:8]=[C:7](Br)[C:6]=2[N:5]=[C:4]2[CH2:13][N:14]([CH:17]3[CH2:19][CH2:18]3)[C:15](=[O:16])[C:3]=12.[F:20][C:21]1[CH:26]=[C:25]([O:27][CH3:28])[CH:24]=[CH:23][C:22]=1B(O)O. No catalyst specified. The product is [NH2:1][C:2]1[C:11]2[CH:10]=[CH:9][CH:8]=[C:7]([C:22]3[CH:23]=[CH:24][C:25]([O:27][CH3:28])=[CH:26][C:21]=3[F:20])[C:6]=2[N:5]=[C:4]2[CH2:13][N:14]([CH:17]3[CH2:19][CH2:18]3)[C:15](=[O:16])[C:3]=12. The yield is 0.590. (5) The reactants are [C:1](=O)([O-])[O-].[Cs+].[Cs+].IC.[N:9]1[CH:10]=[CH:11][N:12]2[CH:17]=[C:16]([C:18]([OH:20])=[O:19])[CH:15]=[CH:14][C:13]=12. The catalyst is CN(C=O)C.[Cl-].[Na+].O. The product is [CH3:1][O:19][C:18]([C:16]1[CH:15]=[CH:14][C:13]2[N:12]([CH:11]=[CH:10][N:9]=2)[CH:17]=1)=[O:20]. The yield is 0.390.